Dataset: Reaction yield outcomes from USPTO patents with 853,638 reactions. Task: Predict the reaction yield, written as a fraction of the theoretical maximum amount of product (1.0 means a 100% yield; for example, 0.34 means a 34% yield). (1) The reactants are [O:1]1[C:5]2[CH:6]=[CH:7][C:8]([CH2:10][C:11]#N)=[CH:9][C:4]=2[O:3][CH2:2]1.Br[CH2:14][CH2:15]Cl.[OH-:17].[Na+].[OH2:19]. The catalyst is [Cl-].C([N+](CC)(CC)CC)C1C=CC=CC=1. The product is [O:1]1[C:5]2[CH:6]=[CH:7][C:8]([C:10]3([C:11]([OH:19])=[O:17])[CH2:15][CH2:14]3)=[CH:9][C:4]=2[O:3][CH2:2]1. The yield is 0.800. (2) The reactants are C(O[C:6](=[O:12])[O:7][C:8]([CH3:11])([CH3:10])[CH3:9])(C)(C)C.[NH2:13][CH2:14][C@H:15]([OH:17])[CH3:16]. The catalyst is C(Cl)Cl.O. The product is [C:8]([O:7][C:6](=[O:12])[NH:13][CH2:14][C@H:15]([OH:17])[CH3:16])([CH3:9])([CH3:10])[CH3:11]. The yield is 0.737.